From a dataset of Catalyst prediction with 721,799 reactions and 888 catalyst types from USPTO. Predict which catalyst facilitates the given reaction. (1) Reactant: C([O:3][C:4]([C:6]1[C:7]([C:17]([F:20])([F:19])[F:18])=[N:8][N:9]([C:11]2[CH:16]=[CH:15][CH:14]=[CH:13][CH:12]=2)[CH:10]=1)=[O:5])C.[OH-].[Na+]. Product: [C:11]1([N:9]2[CH:10]=[C:6]([C:4]([OH:5])=[O:3])[C:7]([C:17]([F:19])([F:20])[F:18])=[N:8]2)[CH:12]=[CH:13][CH:14]=[CH:15][CH:16]=1. The catalyst class is: 5. (2) Reactant: [CH:1]([NH:4][S:5]([C:8]1[C:13]([Cl:14])=[CH:12][CH:11]=[C:10]([N+:15]([O-])=O)[C:9]=1[OH:18])(=[O:7])=[O:6])([CH3:3])[CH3:2].[H][H]. Product: [CH:1]([NH:4][S:5]([C:8]1[C:13]([Cl:14])=[CH:12][CH:11]=[C:10]([NH2:15])[C:9]=1[OH:18])(=[O:7])=[O:6])([CH3:3])[CH3:2]. The catalyst class is: 45. (3) The catalyst class is: 36. Reactant: [O:1]=[C:2]([CH3:19])[CH2:3][CH2:4][C:5]1[CH:10]=[CH:9][N:8]2[C:11]([C:14]([O:16]CC)=[O:15])=[CH:12][N:13]=[C:7]2[CH:6]=1.[Li+].[OH-].C(O)(=O)CC(CC(O)=O)(C(O)=O)O. Product: [O:1]=[C:2]([CH3:19])[CH2:3][CH2:4][C:5]1[CH:10]=[CH:9][N:8]2[C:11]([C:14]([OH:16])=[O:15])=[CH:12][N:13]=[C:7]2[CH:6]=1. (4) Reactant: CC(C)([O-])C.[K+].[C:7]1(=[N:14][OH:15])[CH2:13][CH2:12][CH2:11][CH2:10][CH2:9][CH2:8]1.Cl[C:17]1[CH:22]=[CH:21][C:20]([N+:23]([O-:25])=[O:24])=[CH:19][CH:18]=1.O. Product: [N+:23]([C:20]1[CH:21]=[CH:22][C:17]([O:15][N:14]=[C:7]2[CH2:13][CH2:12][CH2:11][CH2:10][CH2:9][CH2:8]2)=[CH:18][CH:19]=1)([O-:25])=[O:24]. The catalyst class is: 3. (5) Reactant: [CH3:1][CH:2]([C:4]1[CH:5]=[CH:6][CH:7]=[C:8]([CH:11]([CH3:13])[CH3:12])[C:9]=1[OH:10])[CH3:3].CCN=C=NCCCN(C)C.Cl.C1C=CC2N(O)N=NC=2C=1.[NH2:36][CH2:37][CH2:38][N:39]1[CH2:43][CH2:42][CH2:41][CH2:40]1.[C:44](O)(=[O:55])[CH2:45][C:46](CC(O)=O)([C:48](O)=[O:49])O. Product: [CH:11]([C:8]1[CH:7]=[CH:6][CH:5]=[C:4]([CH:2]([CH3:1])[CH3:3])[C:9]=1[O:10][C:44](=[O:55])[CH2:45][CH2:46][C:48]([NH:36][CH2:37][CH2:38][N:39]1[CH2:43][CH2:42][CH2:41][CH2:40]1)=[O:49])([CH3:13])[CH3:12]. The catalyst class is: 76. (6) Reactant: Br[C:2]1[CH:3]=[C:4]([NH:10][C@@H:11]2[CH2:16][CH2:15][CH2:14][CH2:13][C@@H:12]2[NH:17]C(=O)OC(C)(C)C)[CH:5]=[N:6][C:7]=1[C:8]#[N:9].[NH2:25][C:26]1[CH:35]=[C:34]2[C:29]([CH:30]=[CH:31][CH:32]=[N:33]2)=[CH:28][CH:27]=1.O(C1C=CC=CC=1)[Na].O.O.O.CC1(C)C2C(=C(P(C3C=CC=CC=3)C3C=CC=CC=3)C=CC=2)OC2C(P(C3C=CC=CC=3)C3C=CC=CC=3)=CC=CC1=2. Product: [NH2:17][C@H:12]1[CH2:13][CH2:14][CH2:15][CH2:16][C@H:11]1[NH:10][C:4]1[CH:3]=[C:2]([NH:25][C:26]2[CH:35]=[C:34]3[C:29]([CH:30]=[CH:31][CH:32]=[N:33]3)=[CH:28][CH:27]=2)[C:7]([C:8]#[N:9])=[N:6][CH:5]=1. The catalyst class is: 62. (7) Reactant: C(O)(C(F)(F)F)=O.[CH3:8][N:9]1[CH:14]2[CH2:15][CH2:16][CH:10]1[CH2:11][CH:12]([N:17]1[C:30]3[CH:29]=[CH:28][C:27]([C:31](O)=[O:32])=[CH:26][C:25]=3[O:24][C:23]3[C:18]1=[CH:19][CH:20]=[CH:21][CH:22]=3)[CH2:13]2.CN(C(ON1N=NC2C=CC=CC1=2)=[N+](C)C)C.F[P-](F)(F)(F)(F)F.[CH2:58]([N:60](CC)[CH2:61][CH3:62])[CH3:59]. The catalyst class is: 3. Product: [CH2:58]([N:60]([CH2:61][CH3:62])[C:31]([C:27]1[CH:28]=[CH:29][C:30]2[N:17]([CH:12]3[CH2:13][CH:14]4[N:9]([CH3:8])[CH:10]([CH2:16][CH2:15]4)[CH2:11]3)[C:18]3[C:23]([O:24][C:25]=2[CH:26]=1)=[CH:22][CH:21]=[CH:20][CH:19]=3)=[O:32])[CH3:59]. (8) Reactant: [CH3:1][O:2][C:3]1[C:12]2[C:7](=[C:8]([CH3:17])[C:9]([O:15][CH3:16])=[C:10]([O:13][CH3:14])[CH:11]=2)[CH:6]=[C:5]([C:18]([OH:20])=[O:19])[CH:4]=1.[Li]N1C(C)(C)CCCC1(C)C.[CH3:32][Si:33](Cl)([CH3:35])[CH3:34].[OH-].[Na+]. Product: [CH3:1][O:2][C:3]1[C:12]2[C:7](=[C:8]([CH2:17][Si:33]([CH3:35])([CH3:34])[CH3:32])[C:9]([O:15][CH3:16])=[C:10]([O:13][CH3:14])[CH:11]=2)[CH:6]=[C:5]([C:18]([OH:20])=[O:19])[CH:4]=1. The catalyst class is: 1. (9) Reactant: [CH2:1]([N:4]=[C:5]=[O:6])[CH2:2][CH3:3].[CH2:7]([O:10][C:11]([NH:13][CH:14]([C:21]1[CH:26]=[CH:25][CH:24]=[C:23]([NH:27][S:28]([C:31]2[CH:36]=[CH:35][CH:34]=[C:33]([NH2:37])[CH:32]=2)(=[O:30])=[O:29])[CH:22]=1)[CH2:15][C:16]([O:18][CH2:19][CH3:20])=[O:17])=[O:12])[CH:8]=[CH2:9]. Product: [CH2:7]([O:10][C:11]([NH:13][CH:14]([C:21]1[CH:26]=[CH:25][CH:24]=[C:23]([NH:27][S:28]([C:31]2[CH:36]=[CH:35][CH:34]=[C:33]([NH:37][C:5]([NH:4][CH2:1][CH2:2][CH3:3])=[O:6])[CH:32]=2)(=[O:30])=[O:29])[CH:22]=1)[CH2:15][C:16]([O:18][CH2:19][CH3:20])=[O:17])=[O:12])[CH:8]=[CH2:9]. The catalyst class is: 12.